Dataset: Catalyst prediction with 721,799 reactions and 888 catalyst types from USPTO. Task: Predict which catalyst facilitates the given reaction. (1) Reactant: Cl[C:2]1[N:7]=[C:6]([C:8]#[N:9])[CH:5]=[N:4][CH:3]=1.O.[CH3:11][C:12]([C:17]1[CH:22]=[CH:21][C:20](B2OC(C)(C)C(C)(C)O2)=[CH:19][CH:18]=1)([CH3:16])[C:13]([OH:15])=[O:14].C([O-])([O-])=O.[K+].[K+]. Product: [C:8]([C:6]1[N:7]=[C:2]([C:20]2[CH:21]=[CH:22][C:17]([C:12]([CH3:16])([CH3:11])[C:13]([OH:15])=[O:14])=[CH:18][CH:19]=2)[CH:3]=[N:4][CH:5]=1)#[N:9]. The catalyst class is: 104. (2) Reactant: C1(P(C2C=CC=CC=2)C2C=CC=CC=2)C=CC=CC=1.[Cl:20][C:21]1[CH:22]=[N:23][N:24]([CH3:42])[C:25]=1[C:26]1[CH:27]=[C:28]([NH:33][C:34]([C:36]2[CH:40]=[C:39]([CH3:41])[O:38][N:37]=2)=[O:35])[CH:29]=[CH:30][C:31]=1[OH:32].CC(OC(/N=N/C(OC(C)C)=O)=O)C.O[CH2:58][C@@H:59]([NH:61]C(=O)OC(C)(C)C)[CH3:60]. Product: [NH2:61][C@@H:59]([CH3:60])[CH2:58][O:32][C:31]1[CH:30]=[CH:29][C:28]([NH:33][C:34]([C:36]2[CH:40]=[C:39]([CH3:41])[O:38][N:37]=2)=[O:35])=[CH:27][C:26]=1[C:25]1[N:24]([CH3:42])[N:23]=[CH:22][C:21]=1[Cl:20]. The catalyst class is: 1. (3) Reactant: [N+:1]([C:4]1[NH:5][CH:6]=[CH:7][N:8]=1)([O-:3])=[O:2].[CH2:9](Br)[C:10]#[CH:11].C(=O)([O-])[O-].[K+].[K+].CN(C=O)C. Product: [N+:1]([C:4]1[N:5]([CH2:11][C:10]#[CH:9])[CH:6]=[CH:7][N:8]=1)([O-:3])=[O:2]. The catalyst class is: 25. (4) Reactant: [C:1]([NH:5][C:6]1[N:10]2[CH:11]=[CH:12][CH:13]=[CH:14][C:9]2=[N:8][C:7]=1[C:15]1[S:16][C:17]([C:20]#[C:21][C:22]2[CH:27]=[CH:26][CH:25]=[CH:24][N:23]=2)=[CH:18][CH:19]=1)([CH3:4])([CH3:3])[CH3:2].O.[Cl:29][Si](C)(C)C. Product: [ClH:29].[C:1]([NH:5][C:6]1[N:10]2[CH:11]=[CH:12][CH:13]=[CH:14][C:9]2=[N:8][C:7]=1[C:15]1[S:16][C:17]([C:20]#[C:21][C:22]2[CH:27]=[CH:26][CH:25]=[CH:24][N:23]=2)=[CH:18][CH:19]=1)([CH3:4])([CH3:2])[CH3:3]. The catalyst class is: 2. (5) Reactant: [C:1]([O:5][C:6]([N:8]([C:16]1[C:21]([C:22]#[C:23][Si](C)(C)C)=[N:20][C:19]([N:28]2[CH2:33][CH2:32][N:31]([S:34]([CH2:37][CH3:38])(=[O:36])=[O:35])[CH2:30][CH2:29]2)=[CH:18][N:17]=1)[C:9](=[O:15])[O:10][C:11]([CH3:14])([CH3:13])[CH3:12])=[O:7])([CH3:4])([CH3:3])[CH3:2].C([O-])([O-])=O.[K+].[K+]. Product: [C:11]([O:10][C:9]([N:8]([C:16]1[C:21]([C:22]#[CH:23])=[N:20][C:19]([N:28]2[CH2:33][CH2:32][N:31]([S:34]([CH2:37][CH3:38])(=[O:35])=[O:36])[CH2:30][CH2:29]2)=[CH:18][N:17]=1)[C:6](=[O:7])[O:5][C:1]([CH3:3])([CH3:2])[CH3:4])=[O:15])([CH3:12])([CH3:13])[CH3:14]. The catalyst class is: 5. (6) Reactant: [CH3:1][O:2][C:3]1[CH:4]=[C:5]([NH:9][C:10]2[CH:15]=[CH:14][CH:13]=[CH:12][C:11]=2[N+:16]([O-])=O)[CH:6]=[CH:7][CH:8]=1. Product: [CH3:1][O:2][C:3]1[CH:4]=[C:5]([NH:9][C:10]2[C:11]([NH2:16])=[CH:12][CH:13]=[CH:14][CH:15]=2)[CH:6]=[CH:7][CH:8]=1. The catalyst class is: 78. (7) The catalyst class is: 14. Product: [Br:1][C:2]1[CH:3]=[C:4]([S:9][OH:10])[CH:5]=[N:6][C:7]=1[Cl:8]. Reactant: [Br:1][C:2]1[CH:3]=[C:4]([S:9](Cl)(=O)=[O:10])[CH:5]=[N:6][C:7]=1[Cl:8].S([O-])([O-])=O.[Na+].[Na+].C(=O)(O)[O-].[Na+].O. (8) Reactant: [F:1][C:2]1[CH:3]=[C:4]([CH:8]=[CH:9][C:10]=1[N+:11]([O-:13])=[O:12])[C:5](O)=[O:6].Cl. Product: [F:1][C:2]1[CH:3]=[C:4]([CH2:5][OH:6])[CH:8]=[CH:9][C:10]=1[N+:11]([O-:13])=[O:12]. The catalyst class is: 1.